Dataset: Forward reaction prediction with 1.9M reactions from USPTO patents (1976-2016). Task: Predict the product of the given reaction. (1) Given the reactants [CH2:1]([O:8][C:9](=[O:35])[CH2:10][C@@H:11]([N:24]1[CH:28]=[CH:27][C:26]([C:29]2[CH:34]=[CH:33][CH:32]=[CH:31][CH:30]=2)=[CH:25]1)[C:12]([NH:14][C@H:15]([C:20](=[O:23])[NH:21][CH3:22])[C:16]([CH3:19])([CH3:18])[CH3:17])=[O:13])[C:2]1[CH:7]=[CH:6][CH:5]=[CH:4][CH:3]=1.C(OC(=O)C[C@@H:46](NC(OC(C)(C)C)=O)[C:47]([NH:49][C@H:50](C(=O)NC1C=CN=CC=1)[C:51](C)(C)C)=O)C1C=CC=CC=1.C(C(NC(=O)[C@H](N1C=CC(C2C=CC([C:101]3[CH:106]=[CH:105][C:104]([C:107](=[O:109])[NH2:108])=[CH:103][CH:102]=3)=CC=2)=C1)CC(O)=O)CO)C1C=CC=CC=1, predict the reaction product. The product is: [CH2:1]([O:8][C:9](=[O:35])[CH2:10][C@@H:11]([N:24]1[CH:28]=[CH:27][C:26]([C:29]2[CH:30]=[CH:31][C:32]([C:101]3[CH:102]=[CH:103][C:104]([C:107](=[O:109])[NH2:108])=[CH:105][CH:106]=3)=[CH:33][CH:34]=2)=[CH:25]1)[C:12]([NH:14][C@H:15]([C:20](=[O:23])[NH:21][C:22]1[CH:51]=[CH:50][N:49]=[CH:47][CH:46]=1)[C:16]([CH3:19])([CH3:18])[CH3:17])=[O:13])[C:2]1[CH:7]=[CH:6][CH:5]=[CH:4][CH:3]=1. (2) Given the reactants O.O.[Sn](Cl)Cl.[N+:6]([C:9]1[C:17]2[S:16][CH:15]=[N:14][C:13]=2[CH:12]=[CH:11][CH:10]=1)([O-])=O.[OH-].[Na+], predict the reaction product. The product is: [S:16]1[C:17]2[C:9]([NH2:6])=[CH:10][CH:11]=[CH:12][C:13]=2[N:14]=[CH:15]1. (3) Given the reactants [C:1]([NH:4][C:5]1[S:6][C:7](/[CH:26]=[CH:27]/[C:28]([O:30][CH2:31][CH3:32])=[O:29])=[C:8]([CH2:10][CH2:11][C:12]2[CH:17]=[CH:16][C:15]([NH:18]C(OC(C)(C)C)=O)=[CH:14][CH:13]=2)[N:9]=1)(=[O:3])[CH3:2].FC(F)(F)C(O)=O, predict the reaction product. The product is: [C:1]([NH:4][C:5]1[S:6][C:7](/[CH:26]=[CH:27]/[C:28]([O:30][CH2:31][CH3:32])=[O:29])=[C:8]([CH2:10][CH2:11][C:12]2[CH:17]=[CH:16][C:15]([NH2:18])=[CH:14][CH:13]=2)[N:9]=1)(=[O:3])[CH3:2]. (4) Given the reactants [C:1]([CH:4]([C:12](=O)[CH3:13])[CH:5]([C:9](=O)[CH3:10])[C:6](=O)[CH3:7])(=O)[CH3:2].[CH2:15]([O:17][C:18]1[CH:23]=[C:22]([CH3:24])[C:21]([NH2:25])=[C:20]([CH3:26])[CH:19]=1)[CH3:16].[NH2:27][NH2:28], predict the reaction product. The product is: [CH2:15]([O:17][C:18]1[CH:23]=[C:22]([CH3:24])[C:21]([N:25]2[C:1]([CH3:2])=[C:4]3[C:5]([C:9]([CH3:10])=[N:27][N:28]=[C:12]3[CH3:13])=[C:6]2[CH3:7])=[C:20]([CH3:26])[CH:19]=1)[CH3:16]. (5) The product is: [Cl:1][C:2]1[CH:7]=[CH:6][C:5]([C:8]2[C:12]3[CH2:13][N:14]([S:17]([CH3:20])(=[O:19])=[O:18])[CH2:15][CH2:16][C:11]=3[N:10]([CH2:21][CH2:22][CH2:23][N:24]3[CH2:25][CH2:26][O:27][CH2:28][CH2:29]3)[N:9]=2)=[CH:4][C:3]=1[C:30]#[C:31][C:32]1[CH:41]=[C:40]2[C:35]([CH2:36][C@@H:37]([C:49]([OH:51])=[O:50])[N:38]([C:42]([O:44][C:45]([CH3:46])([CH3:47])[CH3:48])=[O:43])[CH2:39]2)=[CH:34][CH:33]=1. Given the reactants [Cl:1][C:2]1[CH:7]=[CH:6][C:5]([C:8]2[C:12]3[CH2:13][N:14]([S:17]([CH3:20])(=[O:19])=[O:18])[CH2:15][CH2:16][C:11]=3[N:10]([CH2:21][CH2:22][CH2:23][N:24]3[CH2:29][CH2:28][O:27][CH2:26][CH2:25]3)[N:9]=2)=[CH:4][C:3]=1[C:30]#[C:31][C:32]1[CH:41]=[C:40]2[C:35]([CH2:36][C@@H:37]([C:49]([O:51]C)=[O:50])[N:38]([C:42]([O:44][C:45]([CH3:48])([CH3:47])[CH3:46])=[O:43])[CH2:39]2)=[CH:34][CH:33]=1.[OH-].[Na+].Cl, predict the reaction product. (6) Given the reactants [N+:1]([C:4]1[CH:5]=[C:6]2[CH:12]=[CH:11][NH:10][C:7]2=[N:8][CH:9]=1)([O-])=O, predict the reaction product. The product is: [NH:10]1[C:7]2=[N:8][CH:9]=[C:4]([NH2:1])[CH:5]=[C:6]2[CH:12]=[CH:11]1. (7) Given the reactants [Cl:1][C:2]1[CH:7]=[CH:6][CH:5]=[CH:4][C:3]=1[SH:8].Br[CH2:10][C:11]([O:13]CC)=[O:12].C(O)C.[OH-].[K+], predict the reaction product. The product is: [Cl:1][C:2]1[CH:7]=[CH:6][CH:5]=[CH:4][C:3]=1[S:8][CH2:10][C:11]([OH:13])=[O:12].